This data is from Catalyst prediction with 721,799 reactions and 888 catalyst types from USPTO. The task is: Predict which catalyst facilitates the given reaction. (1) Reactant: C[O:2][C:3]([C@@H:5]1[C@H:10]([C:11]2[CH:16]=[CH:15][CH:14]=[CH:13][C:12]=2[CH3:17])[CH2:9][CH2:8][N:7]([C:18]([O:20][C:21]([CH3:24])([CH3:23])[CH3:22])=[O:19])[CH2:6]1)=[O:4].C[O-].[Na+]. Product: [C:21]([O:20][C:18]([N:7]1[CH2:8][CH2:9][C@@H:10]([C:11]2[CH:16]=[CH:15][CH:14]=[CH:13][C:12]=2[CH3:17])[C@H:5]([C:3]([OH:4])=[O:2])[CH2:6]1)=[O:19])([CH3:24])([CH3:22])[CH3:23]. The catalyst class is: 11. (2) Reactant: [CH3:1][O:2][C:3](=[O:28])[CH2:4][C:5]1[CH:10]=[CH:9][CH:8]=[C:7]([S:11]([C:14]2[CH:19]=[CH:18][C:17]([O:20]CC3C=CC=CC=3)=[CH:16][CH:15]=2)(=[O:13])=[O:12])[CH:6]=1.O1CCCC1. Product: [CH3:1][O:2][C:3](=[O:28])[CH2:4][C:5]1[CH:10]=[CH:9][CH:8]=[C:7]([S:11]([C:14]2[CH:15]=[CH:16][C:17]([OH:20])=[CH:18][CH:19]=2)(=[O:12])=[O:13])[CH:6]=1. The catalyst class is: 45. (3) Reactant: [C:1]([O:5][C:6]([NH:8][CH:9]([CH2:14][CH2:15][CH:16](OS(C)(=O)=O)[CH2:17][NH:18][C:19]([O:21][CH2:22][C:23]1[CH:28]=[CH:27][C:26]([N+:29]([O-:31])=[O:30])=[CH:25][CH:24]=1)=[O:20])[C:10]([O:12][CH3:13])=[O:11])=[O:7])([CH3:4])([CH3:3])[CH3:2].[C:37]([O-:40])(=[S:39])[CH3:38].[K+].O. Product: [CH3:13][O:12][C:10](=[O:11])[CH:9]([NH:8][C:6]([O:5][C:1]([CH3:4])([CH3:3])[CH3:2])=[O:7])[CH2:14][CH2:15][CH:16]([S:39][C:37](=[O:40])[CH3:38])[CH2:17][NH:18][C:19]([O:21][CH2:22][C:23]1[CH:28]=[CH:27][C:26]([N+:29]([O-:31])=[O:30])=[CH:25][CH:24]=1)=[O:20]. The catalyst class is: 3. (4) Reactant: [NH2:1][C:2]1[CH:7]=[C:6]([Cl:8])[N:5]=[CH:4][N:3]=1.[F:9][C:10]([F:21])([F:20])[C:11]1[N:16]=[C:15]([C:17](Cl)=[O:18])[CH:14]=[CH:13][CH:12]=1.CCN(C(C)C)C(C)C. Product: [Cl:8][C:6]1[N:5]=[CH:4][N:3]=[C:2]([NH:1][C:17]([C:15]2[CH:14]=[CH:13][CH:12]=[C:11]([C:10]([F:21])([F:9])[F:20])[N:16]=2)=[O:18])[CH:7]=1. The catalyst class is: 2. (5) Reactant: [CH2:1]([C:5]1[N:6]([CH2:13][C:14]2[CH:19]=[CH:18][C:17]([C:20]3[CH:25]=[CH:24][CH:23]=[CH:22][C:21]=3[C:26]3[NH:30][N:29]=[N:28][N:27]=3)=[CH:16][CH:15]=2)[C:7]([CH2:11][OH:12])=[C:8]([Cl:10])[N:9]=1)[CH2:2][CH2:3][CH3:4].FC1C([O:38][C:39](=O)[CH2:40][CH2:41][CH2:42][CH2:43][O:44][N+:45]([O-:47])=[O:46])=C(F)C(F)=C(F)C=1F. Product: [CH2:1]([C:5]1[N:6]([CH2:13][C:14]2[CH:19]=[CH:18][C:17]([C:20]3[CH:25]=[CH:24][CH:23]=[CH:22][C:21]=3[C:26]3[NH:30][N:29]=[N:28][N:27]=3)=[CH:16][CH:15]=2)[C:7]([CH2:11][O:12][C:39]([CH2:40][CH2:41][CH2:42][CH2:43][O:44][N+:45]([O-:47])=[O:46])=[O:38])=[C:8]([Cl:10])[N:9]=1)[CH2:2][CH2:3][CH3:4]. The catalyst class is: 142. (6) Reactant: [N+:1]([C:4]1[CH:9]=[CH:8][CH:7]=[CH:6][C:5]=1[CH2:10][C:11](=O)[C:12]([OH:14])=[O:13])([O-:3])=[O:2].[NH2:16][NH:17][C:18]([NH2:20])=[S:19].CC(O)=O. Product: [C:18]([NH:17][N:16]=[C:11]([CH2:10][C:5]1[CH:6]=[CH:7][CH:8]=[CH:9][C:4]=1[N+:1]([O-:3])=[O:2])[C:12]([OH:14])=[O:13])(=[S:19])[NH2:20]. The catalyst class is: 8.